Task: Predict the reactants needed to synthesize the given product.. Dataset: Full USPTO retrosynthesis dataset with 1.9M reactions from patents (1976-2016) (1) Given the product [Cl:1][C:2]1[CH:7]=[C:6]([Cl:8])[CH:5]=[CH:4][C:3]=1[C@@H:9]1[CH2:14][C@@H:13]([C:15]2[O:19][NH:18][C:17](=[O:20])[CH:16]=2)[CH2:12][CH2:11][NH:10]1, predict the reactants needed to synthesize it. The reactants are: [Cl:1][C:2]1[CH:7]=[C:6]([Cl:8])[CH:5]=[CH:4][C:3]=1[C@@H:9]1[CH2:14][C@@H:13]([C:15]2[O:19][NH:18][C:17](=[O:20])[CH:16]=2)[CH2:12][CH2:11][N:10]1C(OC)=O.Br. (2) Given the product [CH3:1][N:2]1[CH:6]=[C:5]([N:7]2[CH:12]=[CH:11][C:10](=[O:13])[C:9]([CH:14]([C:16]3[CH:21]=[CH:20][CH:19]=[C:18]([C:22]4[N:23]=[CH:24][C:25]([O:28][CH:29]5[CH2:34][CH2:33][NH:32][CH2:31][CH2:30]5)=[CH:26][N:27]=4)[CH:17]=3)[CH3:15])=[N:8]2)[CH:4]=[N:3]1, predict the reactants needed to synthesize it. The reactants are: [CH3:1][N:2]1[CH:6]=[C:5]([N:7]2[CH:12]=[CH:11][C:10](=[O:13])[C:9]([CH:14]([C:16]3[CH:17]=[C:18]([C:22]4[N:27]=[CH:26][C:25]([O:28][CH:29]5[CH2:34][CH2:33][N:32](C(OC(C)(C)C)=O)[CH2:31][CH2:30]5)=[CH:24][N:23]=4)[CH:19]=[CH:20][CH:21]=3)[CH3:15])=[N:8]2)[CH:4]=[N:3]1.C(O)(C(F)(F)F)=O. (3) Given the product [C:1]([O:5][C:6](=[O:30])[NH:7][C@H:8]1[CH2:13][C@@H:12]([C:14]2[CH:19]=[CH:18][CH:17]=[CH:16][CH:15]=2)[C@@H:11]([CH3:20])[N:10]2[C:23]([CH2:24][C:25]([F:28])([F:27])[F:26])=[CH:22][N:21]=[C:9]12)([CH3:4])([CH3:3])[CH3:2], predict the reactants needed to synthesize it. The reactants are: [C:1]([O:5][C:6](=[O:30])[NH:7][C@H:8]1[CH2:13][C@@H:12]([C:14]2[CH:19]=[CH:18][CH:17]=[CH:16][CH:15]=2)[C@@H:11]([CH3:20])[NH:10][C:9]1=[N:21][CH2:22][CH:23](O)[CH2:24][C:25]([F:28])([F:27])[F:26])([CH3:4])([CH3:3])[CH3:2].[Cr](O[Cr]([O-])(=O)=O)([O-])(=O)=O.[NH+]1C=CC=CC=1.[NH+]1C=CC=CC=1.C(=O)(O)[O-].[Na+].O.